The task is: Predict the reactants needed to synthesize the given product.. This data is from Full USPTO retrosynthesis dataset with 1.9M reactions from patents (1976-2016). (1) Given the product [CH3:28][C:22](=[CH:17][C:14]1[CH:13]=[CH:12][C:11]([C:7]2[CH:8]=[CH:9][CH:10]=[C:5]([NH:4][CH3:3])[CH:6]=2)=[CH:16][CH:15]=1)[C:21]([O:24][CH2:25][CH3:26])=[O:23], predict the reactants needed to synthesize it. The reactants are: [H-].[Na+].[CH3:3][NH:4][C:5]1[CH:6]=[C:7]([C:11]2[CH:16]=[CH:15][C:14]([CH:17]=O)=[CH:13][CH:12]=2)[CH:8]=[CH:9][CH:10]=1.[Cl-].[NH4+].[C:21]([O:24][CH2:25][CH3:26])(=[O:23])[CH3:22].O1CCC[CH2:28]1. (2) Given the product [CH3:24][O:23][C:21](=[O:22])[C:20]1[CH:19]=[CH:18][C:14]([C:15]([NH:37][C@@H:35]([C:25]2[C:34]3[C:29](=[CH:30][CH:31]=[CH:32][CH:33]=3)[CH:28]=[CH:27][CH:26]=2)[CH3:36])=[O:17])=[CH:13][C:12]=1[Cl:11], predict the reactants needed to synthesize it. The reactants are: ON1C2C=CC=CC=2N=N1.[Cl:11][C:12]1[CH:13]=[C:14]([CH:18]=[CH:19][C:20]=1[C:21]([O:23][CH3:24])=[O:22])[C:15]([OH:17])=O.[C:25]1([C@H:35]([NH2:37])[CH3:36])[C:34]2[C:29](=[CH:30][CH:31]=[CH:32][CH:33]=2)[CH:28]=[CH:27][CH:26]=1.